Dataset: Full USPTO retrosynthesis dataset with 1.9M reactions from patents (1976-2016). Task: Predict the reactants needed to synthesize the given product. (1) The reactants are: [OH-].[Na+].Cl.[CH3:4][C:5]1[C:10]([CH3:11])=[CH:9][CH:8]=[CH:7][C:6]=1[CH2:12][NH:13][C:14]1[S:15][CH2:16][CH2:17][N:18]=1. Given the product [CH3:4][C:5]1[C:10]([CH3:11])=[CH:9][CH:8]=[CH:7][C:6]=1[CH2:12][NH:13][C:14]1[S:15][CH2:16][CH2:17][N:18]=1, predict the reactants needed to synthesize it. (2) Given the product [F:18][C:17]([F:19])([F:20])[C:13]1[CH:12]=[C:11]([CH:16]=[CH:15][CH:14]=1)[O:10][C:7]1[CH:8]=[CH:9][C:4]([C:3]([OH:21])=[O:2])=[CH:5][CH:6]=1, predict the reactants needed to synthesize it. The reactants are: C[O:2][C:3](=[O:21])[C:4]1[CH:9]=[CH:8][C:7]([O:10][C:11]2[CH:16]=[CH:15][CH:14]=[C:13]([C:17]([F:20])([F:19])[F:18])[CH:12]=2)=[CH:6][CH:5]=1.[OH-].[Na+].